Dataset: Reaction yield outcomes from USPTO patents with 853,638 reactions. Task: Predict the reaction yield, written as a fraction of the theoretical maximum amount of product (1.0 means a 100% yield; for example, 0.34 means a 34% yield). (1) The reactants are [F:1][C:2]([F:33])([F:32])[C:3]1[CH:4]=[C:5]([CH:25]=[C:26]([C:28]([F:31])([F:30])[F:29])[CH:27]=1)[CH2:6][N:7]([CH3:24])[C:8](=[O:23])[C:9]1[C:14]([C:15]2[CH:20]=[CH:19][CH:18]=[CH:17][C:16]=2[CH3:21])=[CH:13][C:12](I)=[N:11][CH:10]=1.C(N(CC)CC)C.[CH3:41][Si:42]([C:45]#[CH:46])([CH3:44])[CH3:43]. The catalyst is O1CCCC1.COC(C)(C)C.Cl[Pd](Cl)([P](C1C=CC=CC=1)(C1C=CC=CC=1)C1C=CC=CC=1)[P](C1C=CC=CC=1)(C1C=CC=CC=1)C1C=CC=CC=1.[Cu]I. The product is [F:1][C:2]([F:33])([F:32])[C:3]1[CH:4]=[C:5]([CH:25]=[C:26]([C:28]([F:31])([F:30])[F:29])[CH:27]=1)[CH2:6][N:7]([CH3:24])[C:8](=[O:23])[C:9]1[C:14]([C:15]2[CH:20]=[CH:19][CH:18]=[CH:17][C:16]=2[CH3:21])=[CH:13][C:12]([C:46]#[C:45][Si:42]([CH3:44])([CH3:43])[CH3:41])=[N:11][CH:10]=1. The yield is 0.830. (2) The reactants are [C:1]([O:11][CH:12]([CH3:14])[CH3:13])(=[O:10])/[CH:2]=[CH:3]/[C:4]([O:6][CH:7]([CH3:9])[CH3:8])=[O:5].[C:15]([O:25][CH2:26][CH3:27])(=[O:24])[CH:16]=[CH:17][C:18]1[CH:23]=[CH:22][CH:21]=[CH:20][CH:19]=1.C(C1C=CC=CC=1C=C)=C.C(OOOC(C)(C)C)(=O)C(C)(C)C. The catalyst is O1CCCC1.CO. The product is [C:4]([O:6][CH:7]([CH3:9])[CH3:8])(=[O:5])/[CH:3]=[CH:2]/[C:1]([O:11][CH:12]([CH3:14])[CH3:13])=[O:10].[C:15]([O:25][CH2:26][CH3:27])(=[O:24])[CH:16]=[CH:17][C:18]1[CH:19]=[CH:20][CH:21]=[CH:22][CH:23]=1. The yield is 0.570.